The task is: Regression. Given a target protein amino acid sequence and a drug SMILES string, predict the binding affinity score between them. We predict pKd (pKd = -log10(Kd in M); higher means stronger binding). Dataset: davis.. This data is from Kinase inhibitor binding affinity data with 442 proteins and 68 drugs (Kd values). (1) The small molecule is CN1CCN(C(=O)c2cc3cc(Cl)ccc3[nH]2)CC1. The pKd is 6.0. The target protein (SgK110) has sequence MERRASETPEDGDPEEDTATALQRLVELTTSRVTPVRSLRDQYHLIRKLGSGSYGRVLLAQPHQGGPAVALKLLRRDLVLRSTFLREFCVGRCVSAHPGLLQTLAGPLQTPRYFAFAQEYAPCGDLSGMLQERGLPELLVKRVVAQLAGALDFLHSRGLVHADVKPDNVLVFDPVCSRVALGDLGLTRPEGSPTPAPPVPLPTAPPELCLLLPPDTLPLRPAVDSWGLGVLLFCAATACFPWDVALAPNPEFEAFAGWVTTKPQPPQPPPPWDQFAPPALALLQGLLDLDPETRSPPLAVLDFLGDDWGLQGNREGPGVLGSAVSYEDREEGGSSLEEWTDEGDDSKSGGRTGTDGGAP. (2) The small molecule is COc1cc(Nc2c(C#N)cnc3cc(OCCCN4CCN(C)CC4)c(OC)cc23)c(Cl)cc1Cl. The target protein (PAK3) has sequence MSDGLDNEEKPPAPPLRMNSNNRDSSALNHSSKPLPMAPEEKNKKARLRSIFPGGGDKTNKKKEKERPEISLPSDFEHTIHVGFDAVTGEFTPDLYGSQMCPGKLPEGIPEQWARLLQTSNITKLEQKKNPQAVLDVLKFYDSKETVNNQKYMSFTSGDKSAHGYIAAHPSSTKTASEPPLAPPVSEEEDEEEEEEEDENEPPPVIAPRPEHTKSIYTRSVVESIASPAVPNKEVTPPSAENANSSTLYRNTDRQRKKSKMTDEEILEKLRSIVSVGDPKKKYTRFEKIGQGASGTVYTALDIATGQEVAIKQMNLQQQPKKELIINEILVMRENKNPNIVNYLDSYLVGDELWVVMEYLAGGSLTDVVTETCMDEGQIAAVCRECLQALDFLHSNQVIHRDIKSDNILLGMDGSVKLTDFGFCAQITPEQSKRSTMVGTPYWMAPEVVTRKAYGPKVDIWSLGIMAIEMVEGEPPYLNENPLRALYLIATNGTPELQNP.... The pKd is 5.2. (3) The compound is Cc1cc(Nc2cc(N3CCN(C)CC3)nc(Sc3ccc(NC(=O)C4CC4)cc3)n2)n[nH]1. The target protein (PDGFRA) has sequence MGTSHPAFLVLGCLLTGLSLILCQLSLPSILPNENEKVVQLNSSFSLRCFGESEVSWQYPMSEEESSDVEIRNEENNSGLFVTVLEVSSASAAHTGLYTCYYNHTQTEENELEGRHIYIYVPDPDVAFVPLGMTDYLVIVEDDDSAIIPCRTTDPETPVTLHNSEGVVPASYDSRQGFNGTFTVGPYICEATVKGKKFQTIPFNVYALKATSELDLEMEALKTVYKSGETIVVTCAVFNNEVVDLQWTYPGEVKGKGITMLEEIKVPSIKLVYTLTVPEATVKDSGDYECAARQATREVKEMKKVTISVHEKGFIEIKPTFSQLEAVNLHEVKHFVVEVRAYPPPRISWLKNNLTLIENLTEITTDVEKIQEIRYRSKLKLIRAKEEDSGHYTIVAQNEDAVKSYTFELLTQVPSSILDLVDDHHGSTGGQTVRCTAEGTPLPDIEWMICKDIKKCNNETSWTILANNVSNIITEIHSRDRSTVEGRVTFAKVEETIAVR.... The pKd is 5.8. (4) The drug is O=C(O)c1ccc(Nc2ncc3c(n2)-c2ccc(Cl)cc2C(c2c(F)cccc2F)=NC3)cc1. The target protein (ADCK3) has sequence MAAILGDTIMVAKGLVKLTQAAVETHLQHLGIGGELIMAARALQSTAVEQIGMFLGKVQGQDKHEEYFAENFGGPEGEFHFSVPHAAGASTDFSSASAPDQSAPPSLGHAHSEGPAPAYVASGPFREAGFPGQASSPLGRANGRLFANPRDSFSAMGFQRRFFHQDQSPVGGLTAEDIEKARQAKARPENKQHKQTLSEHARERKVPVTRIGRLANFGGLAVGLGFGALAEVAKKSLRSEDPSGKKAVLGSSPFLSEANAERIVRTLCKVRGAALKLGQMLSIQDDAFINPHLAKIFERVRQSADFMPLKQMMKTLNNDLGPNWRDKLEYFEERPFAAASIGQVHLARMKGGREVAMKIQYPGVAQSINSDVNNLMAVLNMSNMLPEGLFPEHLIDVLRRELALECDYQREAACARKFRDLLKGHPFFYVPEIVDELCSPHVLTTELVSGFPLDQAEGLSQEIRNEICYNILVLCLRELFEFHFMQTDPNWSNFFYDPQQ.... The pKd is 5.0. (5) The small molecule is CS(=O)(=O)N1CCN(Cc2cc3nc(-c4cccc5[nH]ncc45)nc(N4CCOCC4)c3s2)CC1. The target protein is PFCDPK1(Pfalciparum). The pKd is 5.0. (6) The compound is COC(=O)c1ccc2c(c1)NC(=O)C2=C(Nc1ccc(N(C)C(=O)CN2CCN(C)CC2)cc1)c1ccccc1. The target protein (PDGFRB) has sequence AASEPDTAGSVRGLPTAHCPVVQDNRTLGDSSAGEIALSTRNVSETRYVSELTLVRVKVAEAGHYTMRAFHEDAEVQLSFQLQINVPVRVLELSESHPDSGEQTVRCRGRGMPQPNIIWSACRDLKRCPRELPPTLLGNSSEEESQLETNVTYWEEEQEFEVVSTLRLQHVDRPLSVRCTLRNAVGQDTQEVIVVPHSLPFKVVVISAILALVVLTIISLIILIMLWQKKPRYEIRWKVIESVSSDGHEYIYVDPMQLPYDSTWELPRDQLVLGRTLGSGAFGQVVEATAHGLSHSQATMKVAVKMLKSTARSSEKQALMSELKIMSHLGPHLNVVNLLGACTKGGPIYIITEYCRYGDLVDYLHRNKHTFLQHHSDKRRPPSAELYSNALPVGLPLPSHVSLTGESDGGYMDMSKDESVDYVPMLDMKGDVKYADIESSNYMAPYDNYVPSAPERTCRATLINESPVLSYMDLVGFSYQVANGMEFLASKNCVHRDLAA.... The pKd is 7.8.